Task: Predict the reactants needed to synthesize the given product.. Dataset: Full USPTO retrosynthesis dataset with 1.9M reactions from patents (1976-2016) (1) Given the product [OH:23][C:8]1[C:9]([NH:10][C:11](=[O:22])[C:12]2[CH:13]=[C:14]([CH3:21])[C:15]([O:19][CH3:20])=[C:16]([CH3:18])[CH:17]=2)=[C:4]([OH:3])[N:5]=[C:6]([S:24][CH3:27])[N:7]=1, predict the reactants needed to synthesize it. The reactants are: [OH-].[Na+].[OH:3][C:4]1[C:9]([NH:10][C:11](=[O:22])[C:12]2[CH:17]=[C:16]([CH3:18])[C:15]([O:19][CH3:20])=[C:14]([CH3:21])[CH:13]=2)=[C:8]([OH:23])[N:7]=[C:6]([S-:24])[N:5]=1.[Na+].I[CH3:27].Cl. (2) The reactants are: [CH2:1]([N:8]([CH2:21][CH2:22][C:23]1[N:24]([C@@H:29]2[CH2:38][C:37]3[C:32](=[C:33]([F:40])[CH:34]=[C:35]([F:39])[CH:36]=3)[O:31][CH2:30]2)[C:25](=[S:28])[NH:26][CH:27]=1)S(C1C=CC=CC=1[N+]([O-])=O)(=O)=O)[C:2]1[CH:7]=[CH:6][CH:5]=[CH:4][CH:3]=1.SCC(O)=O.[OH-].[K+].O. Given the product [CH2:1]([NH:8][CH2:21][CH2:22][C:23]1[N:24]([C@@H:29]2[CH2:38][C:37]3[C:32](=[C:33]([F:40])[CH:34]=[C:35]([F:39])[CH:36]=3)[O:31][CH2:30]2)[C:25](=[S:28])[NH:26][CH:27]=1)[C:2]1[CH:7]=[CH:6][CH:5]=[CH:4][CH:3]=1, predict the reactants needed to synthesize it. (3) Given the product [NH2:1][C:2]1[C:7]([C:8]#[C:9][C:10]2[CH:18]=[CH:17][CH:16]=[C:12]([C:13](=[O:15])[NH:23][C:24]3[CH:25]=[C:26]([CH3:30])[CH:27]=[CH:28][CH:29]=3)[CH:11]=2)=[CH:6][C:5]([C:19]([O:21][CH3:22])=[O:20])=[CH:4][N:3]=1, predict the reactants needed to synthesize it. The reactants are: [NH2:1][C:2]1[C:7]([C:8]#[C:9][C:10]2[CH:11]=[C:12]([CH:16]=[CH:17][CH:18]=2)[C:13]([OH:15])=O)=[CH:6][C:5]([C:19]([O:21][CH3:22])=[O:20])=[CH:4][N:3]=1.[NH2:23][C:24]1[CH:29]=[CH:28][CH:27]=[C:26]([CH3:30])[CH:25]=1. (4) Given the product [NH2:1][C:2]1[N:7]=[C:6]([N:8]2[CH2:9][CH2:10][C:11]3([CH2:15][NH:14][C@H:13]([C:16]([OH:18])=[O:17])[CH2:12]3)[CH2:21][CH2:22]2)[CH:5]=[C:4]([O:23][C@H:24]([C:29]2[CH:34]=[CH:33][C:32]([CH2:35][CH2:36][CH3:37])=[CH:31][C:30]=2[C:38]2[CH:43]=[CH:42][CH:41]=[C:40]([S:44]([CH3:47])(=[O:46])=[O:45])[CH:39]=2)[C:25]([F:28])([F:26])[F:27])[N:3]=1, predict the reactants needed to synthesize it. The reactants are: [NH2:1][C:2]1[N:7]=[C:6]([N:8]2[CH2:22][CH2:21][C:11]3([CH2:15][NH:14][C@H:13]([C:16]([O:18]CC)=[O:17])[CH2:12]3)[CH2:10][CH2:9]2)[CH:5]=[C:4]([O:23][C@H:24]([C:29]2[CH:34]=[CH:33][C:32]([CH2:35][CH2:36][CH3:37])=[CH:31][C:30]=2[C:38]2[CH:43]=[CH:42][CH:41]=[C:40]([S:44]([CH3:47])(=[O:46])=[O:45])[CH:39]=2)[C:25]([F:28])([F:27])[F:26])[N:3]=1.[Li+].[OH-]. (5) Given the product [Cl:1][C:2]1[C:8]([F:9])=[CH:7][C:6]([I:17])=[C:4]([CH:3]=1)[NH2:5], predict the reactants needed to synthesize it. The reactants are: [Cl:1][C:2]1[CH:3]=[C:4]([CH:6]=[CH:7][C:8]=1[F:9])[NH2:5].C1C(=O)N([I:17])C(=O)C1. (6) Given the product [OH:27][C:25]([CH3:28])([CH3:26])[CH2:24][O:23][C:22]1[CH:29]=[CH:30][C:19]([NH:18][C:15]([C:12]2[NH:13][CH:14]=[C:10]([S:9][CH2:1][CH2:2][C:3]3[CH:4]=[CH:5][CH:6]=[CH:7][CH:8]=3)[CH:11]=2)=[O:17])=[CH:20][C:21]=1[O:31][CH3:32], predict the reactants needed to synthesize it. The reactants are: [CH2:1]([S:9][C:10]1[CH:11]=[C:12]([C:15]([OH:17])=O)[NH:13][CH:14]=1)[CH2:2][C:3]1[CH:8]=[CH:7][CH:6]=[CH:5][CH:4]=1.[NH2:18][C:19]1[CH:30]=[CH:29][C:22]([O:23][CH2:24][C:25]([CH3:28])([OH:27])[CH3:26])=[C:21]([O:31][CH3:32])[CH:20]=1.C(Cl)CCl.C1C=CC2N(O)N=NC=2C=1.